This data is from Reaction yield outcomes from USPTO patents with 853,638 reactions. The task is: Predict the reaction yield, written as a fraction of the theoretical maximum amount of product (1.0 means a 100% yield; for example, 0.34 means a 34% yield). (1) The reactants are [CH2:1]([N:8]1[C:12]2([C:24]3[CH:29]=[CH:28][CH:27]=[C:26](Br)[CH:25]=3)[CH2:13][CH:14]([O:16][Si:17]([C:20]([CH3:23])([CH3:22])[CH3:21])([CH3:19])[CH3:18])[CH2:15][CH:11]2[CH2:10][O:9]1)[C:2]1[CH:7]=[CH:6][CH:5]=[CH:4][CH:3]=1.C(=O)([O-])[O-].[Na+].[Na+].[CH3:37][O:38][C:39]1[CH:40]=[C:41](B(O)O)[CH:42]=[CH:43][CH:44]=1. The product is [CH2:1]([N:8]1[C:12]2([C:24]3[CH:25]=[C:26]([C:43]4[CH:42]=[CH:41][CH:40]=[C:39]([O:38][CH3:37])[CH:44]=4)[CH:27]=[CH:28][CH:29]=3)[CH2:13][CH:14]([O:16][Si:17]([C:20]([CH3:23])([CH3:22])[CH3:21])([CH3:19])[CH3:18])[CH2:15][CH:11]2[CH2:10][O:9]1)[C:2]1[CH:7]=[CH:6][CH:5]=[CH:4][CH:3]=1. The catalyst is COCCOC.C(OCC)(=O)C. The yield is 0.920. (2) The reactants are ClC1C=C(C2N=C(C(C)CC3[N:16]([CH:26]4[CH2:28][CH2:27]4)[C:17]([C:20]4[CH:25]=[CH:24][N:23]=[CH:22][CH:21]=4)=NN=3)ON=2)C=CC=1.ClC1C=C(C2N=C([C@H](C)CC(NN)=O)[O:39]N=2)C=CC=1.Cl.C1(N=C(Cl)C2C=CN=CC=2)CC1.C([O-])([O-])=O.[K+].[K+]. The catalyst is CN(C=O)C.ClCCl. The product is [CH:26]1([NH:16][C:17](=[O:39])[C:20]2[CH:25]=[CH:24][N:23]=[CH:22][CH:21]=2)[CH2:28][CH2:27]1. The yield is 0.390. (3) The reactants are [Br:1][C:2]1[CH:7]=[CH:6][C:5]([NH:8][C:9]2[CH:14]=[CH:13][N:12]=[C:11](Cl)[N:10]=2)=[CH:4][CH:3]=1.[CH3:16][O:17][C:18]1[CH:19]=[C:20]2[C:24](=[CH:25][CH:26]=1)[CH2:23][NH:22][CH2:21]2.CCN(C(C)C)C(C)C. The catalyst is C(#N)C. The product is [Br:1][C:2]1[CH:7]=[CH:6][C:5]([NH:8][C:9]2[CH:14]=[CH:13][N:12]=[C:11]([N:22]3[CH2:21][C:20]4[C:24](=[CH:25][CH:26]=[C:18]([O:17][CH3:16])[CH:19]=4)[CH2:23]3)[N:10]=2)=[CH:4][CH:3]=1. The yield is 0.429. (4) The catalyst is O. The reactants are [C:1]([CH2:4][C@H:5]([OH:45])[CH2:6][C@H:7]([OH:44])[CH2:8][CH2:9][C:10]1[N:14]([CH:15]([CH3:17])[CH3:16])[C:13]([C:18]([NH:20][CH2:21][C:22]2[CH:30]=[CH:29][C:25]([C:26]([OH:28])=[O:27])=[CH:24][CH:23]=2)=[O:19])=[C:12]([C:31]2[CH:36]=[CH:35][CH:34]=[CH:33][CH:32]=2)[C:11]=1[C:37]1[CH:42]=[CH:41][C:40]([F:43])=[CH:39][CH:38]=1)([OH:3])=[O:2].C(O)C.[OH-].[Na+:50]. The yield is 1.00. The product is [Na+:50].[Na+:50].[C:1]([CH2:4][C@H:5]([OH:45])[CH2:6][C@H:7]([OH:44])[CH2:8][CH2:9][C:10]1[N:14]([CH:15]([CH3:16])[CH3:17])[C:13]([C:18]([NH:20][CH2:21][C:22]2[CH:30]=[CH:29][C:25]([C:26]([O-:28])=[O:27])=[CH:24][CH:23]=2)=[O:19])=[C:12]([C:31]2[CH:36]=[CH:35][CH:34]=[CH:33][CH:32]=2)[C:11]=1[C:37]1[CH:38]=[CH:39][C:40]([F:43])=[CH:41][CH:42]=1)([OH:3])=[O:2].[C:1]([CH2:4][C@H:5]([OH:45])[CH2:6][C@H:7]([OH:44])[CH2:8][CH2:9][C:10]1[N:14]([CH:15]([CH3:16])[CH3:17])[C:13]([C:18]([NH:20][CH2:21][C:22]2[CH:30]=[CH:29][C:25]([C:26]([O-:28])=[O:27])=[CH:24][CH:23]=2)=[O:19])=[C:12]([C:31]2[CH:36]=[CH:35][CH:34]=[CH:33][CH:32]=2)[C:11]=1[C:37]1[CH:38]=[CH:39][C:40]([F:43])=[CH:41][CH:42]=1)([OH:3])=[O:2]. (5) The reactants are [Cl:1][C:2]1[CH:3]=[CH:4][C:5]2[C:14]3[C:9](=[CH:10][C:11]([O:15]C)=[CH:12][CH:13]=3)[O:8][CH2:7][C:6]=2[CH:17]=1.Cl.[NH+]1C=CC=CC=1. The catalyst is O. The product is [Cl:1][C:2]1[CH:3]=[CH:4][C:5]2[C:14]3[C:9](=[CH:10][C:11]([OH:15])=[CH:12][CH:13]=3)[O:8][CH2:7][C:6]=2[CH:17]=1. The yield is 0.820. (6) The reactants are [CH3:1][O:2][C:3]1[CH:4]=[C:5]([CH:16]=[CH:17][CH:18]=1)[O:6][C:7]1[CH:15]=[CH:14][CH:13]=[CH:12][C:8]=1[C:9]([OH:11])=O.[NH2:19][C@@H:20]1[C@H:24]2[O:25][CH2:26][C@H:27]([NH:28][C:29]([CH:31]3[CH2:33][CH2:32]3)=[O:30])[C@H:23]2[O:22][CH2:21]1. No catalyst specified. The product is [CH:31]1([C:29]([NH:28][C@@H:27]2[C@H:23]3[O:22][CH2:21][C@H:20]([NH:19][C:9](=[O:11])[C:8]4[CH:12]=[CH:13][CH:14]=[CH:15][C:7]=4[O:6][C:5]4[CH:16]=[CH:17][CH:18]=[C:3]([O:2][CH3:1])[CH:4]=4)[C@H:24]3[O:25][CH2:26]2)=[O:30])[CH2:32][CH2:33]1. The yield is 0.693.